From a dataset of NCI-60 drug combinations with 297,098 pairs across 59 cell lines. Regression. Given two drug SMILES strings and cell line genomic features, predict the synergy score measuring deviation from expected non-interaction effect. (1) Drug 1: C1=CC(=C2C(=C1NCCNCCO)C(=O)C3=C(C=CC(=C3C2=O)O)O)NCCNCCO. Drug 2: C1C(C(OC1N2C=C(C(=O)NC2=O)F)CO)O. Cell line: PC-3. Synergy scores: CSS=51.8, Synergy_ZIP=2.15, Synergy_Bliss=-0.639, Synergy_Loewe=3.49, Synergy_HSA=5.87. (2) Drug 1: CC=C1C(=O)NC(C(=O)OC2CC(=O)NC(C(=O)NC(CSSCCC=C2)C(=O)N1)C(C)C)C(C)C. Drug 2: CCCCC(=O)OCC(=O)C1(CC(C2=C(C1)C(=C3C(=C2O)C(=O)C4=C(C3=O)C=CC=C4OC)O)OC5CC(C(C(O5)C)O)NC(=O)C(F)(F)F)O. Cell line: HOP-92. Synergy scores: CSS=52.3, Synergy_ZIP=3.57, Synergy_Bliss=6.84, Synergy_Loewe=8.45, Synergy_HSA=9.32.